This data is from Full USPTO retrosynthesis dataset with 1.9M reactions from patents (1976-2016). The task is: Predict the reactants needed to synthesize the given product. Given the product [Br:1][C:2]1[CH:3]=[C:4]([NH:10][C:11]2[CH:16]=[CH:15][C:14]([CH2:17][N:19]3[CH2:24][CH2:23][O:22][CH2:21][CH2:20]3)=[CH:13][N:12]=2)[C:5](=[O:9])[N:6]([CH3:8])[CH:7]=1, predict the reactants needed to synthesize it. The reactants are: [Br:1][C:2]1[CH:3]=[C:4]([NH:10][C:11]2[CH:16]=[CH:15][C:14]([C:17]([N:19]3[CH2:24][CH2:23][O:22][CH2:21][CH2:20]3)=O)=[CH:13][N:12]=2)[C:5](=[O:9])[N:6]([CH3:8])[CH:7]=1.